Dataset: Full USPTO retrosynthesis dataset with 1.9M reactions from patents (1976-2016). Task: Predict the reactants needed to synthesize the given product. (1) Given the product [C:11]([C:10]1[C:5]2[C:4]([NH:23][CH:24]3[CH2:25][CH2:26]3)=[N:3][C:2]([NH:27][C:28]3[CH:33]=[CH:32][C:31]([S:34]([NH2:37])(=[O:35])=[O:36])=[CH:30][CH:29]=3)=[N:7][C:6]=2[NH:8][CH:9]=1)#[N:12], predict the reactants needed to synthesize it. The reactants are: Cl[C:2]1[N:3]=[C:4]([NH:23][CH:24]2[CH2:26][CH2:25]2)[C:5]2[C:10]([C:11]#[N:12])=[CH:9][N:8](S(C3C=CC(C)=CC=3)(=O)=O)[C:6]=2[N:7]=1.[NH2:27][C:28]1[CH:33]=[CH:32][C:31]([S:34]([NH2:37])(=[O:36])=[O:35])=[CH:30][CH:29]=1.C[Si](Cl)(C)C. (2) Given the product [CH2:26]([N:25]([CH2:18][C:19]1[CH:24]=[CH:23][CH:22]=[CH:21][CH:20]=1)[CH:6]1[CH2:5][CH:4]([C:9]([O:11][CH2:12][CH3:13])=[O:10])[CH:3]([CH2:1][CH3:2])[CH2:7]1)[C:27]1[CH:32]=[CH:31][CH:30]=[CH:29][CH:28]=1, predict the reactants needed to synthesize it. The reactants are: [CH2:1]([CH:3]1[CH2:7][C:6](=O)[CH2:5][CH:4]1[C:9]([O:11][CH2:12][CH3:13])=[O:10])[CH3:2].CC(O)=O.[CH2:18]([NH:25][CH2:26][C:27]1[CH:32]=[CH:31][CH:30]=[CH:29][CH:28]=1)[C:19]1[CH:24]=[CH:23][CH:22]=[CH:21][CH:20]=1.[BH-](OC(C)=O)(OC(C)=O)OC(C)=O.[Na+].C([O-])(O)=O.[Na+]. (3) Given the product [CH2:1]([NH:3][C:4]([NH:6][C:7]1[N:12]=[CH:11][C:10]([C:13]2[C:14]([O:23][CH2:24][CH:25]3[CH2:26][CH2:27][O:28][CH2:29][CH2:30]3)=[N:15][CH:16]=[C:17]([C:19]3[O:20][C:40](=[O:41])[NH:22][N:21]=3)[CH:18]=2)=[C:9]([C:31]2[S:32][CH:33]=[C:34]([C:36]([F:38])([F:39])[F:37])[N:35]=2)[CH:8]=1)=[O:5])[CH3:2], predict the reactants needed to synthesize it. The reactants are: [CH2:1]([NH:3][C:4]([NH:6][C:7]1[N:12]=[CH:11][C:10]([C:13]2[C:14]([O:23][CH2:24][CH:25]3[CH2:30][CH2:29][O:28][CH2:27][CH2:26]3)=[N:15][CH:16]=[C:17]([C:19]([NH:21][NH2:22])=[O:20])[CH:18]=2)=[C:9]([C:31]2[S:32][CH:33]=[C:34]([C:36]([F:39])([F:38])[F:37])[N:35]=2)[CH:8]=1)=[O:5])[CH3:2].[C:40](Cl)(Cl)=[O:41]. (4) The reactants are: Br[C:2]([CH3:17])([CH3:16])[C:3]([C:5]1[CH:6]=[CH:7][C:8]2[O:13][CH2:12][C:11](=[O:14])[NH:10][C:9]=2[CH:15]=1)=O.[NH2:18][N:19]1[CH:23]=[N:22][N:21]=[C:20]1[SH:24]. Given the product [CH3:16][C:2]1([CH3:17])[S:24][C:20]2=[N:21][N:22]=[CH:23][N:19]2[N:18]=[C:3]1[C:5]1[CH:6]=[CH:7][C:8]2[O:13][CH2:12][C:11](=[O:14])[NH:10][C:9]=2[CH:15]=1, predict the reactants needed to synthesize it. (5) Given the product [I:19][C:20]1[CH:21]=[CH:22][C:23]([C:26]([C:31]2[CH:32]=[CH:33][C:34]([O:37][CH:8]([C:13]3[CH:18]=[CH:17][CH:16]=[CH:15][N:14]=3)[C:9]([O:11][CH3:12])=[O:10])=[CH:35][CH:36]=2)([CH3:30])[CH:27]([CH3:28])[CH3:29])=[CH:24][CH:25]=1, predict the reactants needed to synthesize it. The reactants are: C(=O)([O-])[O-].[Cs+].[Cs+].Br[CH:8]([C:13]1[CH:18]=[CH:17][CH:16]=[CH:15][N:14]=1)[C:9]([O:11][CH3:12])=[O:10].[I:19][C:20]1[CH:25]=[CH:24][C:23]([C:26]([C:31]2[CH:36]=[CH:35][C:34]([OH:37])=[CH:33][CH:32]=2)([CH3:30])[CH:27]([CH3:29])[CH3:28])=[CH:22][CH:21]=1. (6) Given the product [CH3:31][N:30]([CH2:29][CH:26]1[CH2:27][CH2:28][O:23][CH2:24][CH2:25]1)[C:18]([CH:16]1[CH2:15][C:14]([C:4]2[CH:5]=[CH:6][C:7]([CH2:8][N:9]3[CH2:10][CH2:11][CH2:12][CH2:13]3)=[C:2]([Cl:1])[CH:3]=2)([OH:21])[CH2:17]1)=[O:19], predict the reactants needed to synthesize it. The reactants are: [Cl:1][C:2]1[CH:3]=[C:4]([C:14]2([OH:21])[CH2:17][CH:16]([C:18](O)=[O:19])[CH2:15]2)[CH:5]=[CH:6][C:7]=1[CH2:8][N:9]1[CH2:13][CH2:12][CH2:11][CH2:10]1.Cl.[O:23]1[CH2:28][CH2:27][CH:26]([CH2:29][NH2:30])[CH2:25][CH2:24]1.[CH2:31](N(CC)CC)C.C(P1(=O)OP(CCC)(=O)OP(CCC)(=O)O1)CC.[OH-].[Na+]. (7) Given the product [CH3:13][O:14][C:15]1[CH:22]=[CH:21][C:18]([CH2:19][O:1][C:2]2[C:3]([CH2:9][OH:10])=[N:4][C:5]([CH3:8])=[CH:6][CH:7]=2)=[CH:17][CH:16]=1, predict the reactants needed to synthesize it. The reactants are: [OH:1][C:2]1[C:3]([CH2:9][OH:10])=[N:4][C:5]([CH3:8])=[CH:6][CH:7]=1.[H-].[Na+].[CH3:13][O:14][C:15]1[CH:22]=[CH:21][C:18]([CH2:19]Cl)=[CH:17][CH:16]=1.